From a dataset of Reaction yield outcomes from USPTO patents with 853,638 reactions. Predict the reaction yield, written as a fraction of the theoretical maximum amount of product (1.0 means a 100% yield; for example, 0.34 means a 34% yield). (1) The reactants are [NH2:1][C:2]1[C:7]([C:8]2[O:12][N:11]=[C:10]([CH2:13][C:14]3[CH:19]=[CH:18][C:17]([OH:20])=[CH:16][CH:15]=3)[CH:9]=2)=[CH:6][CH:5]=[CH:4][N:3]=1.O1CCCC1.[OH-].[Na+].[CH3:28][O:29][C:30]1[CH:31]=[C:32]([CH:35]=[CH:36][CH:37]=1)[CH2:33]Cl. The catalyst is CN(C)C=O. The product is [CH3:28][O:29][C:30]1[CH:31]=[C:32]([CH:35]=[CH:36][CH:37]=1)[CH2:33][O:20][C:17]1[CH:18]=[CH:19][C:14]([CH2:13][C:10]2[CH:9]=[C:8]([C:7]3[C:2]([NH2:1])=[N:3][CH:4]=[CH:5][CH:6]=3)[O:12][N:11]=2)=[CH:15][CH:16]=1. The yield is 0.810. (2) The catalyst is C(O)C. The yield is 0.820. The product is [CH2:10]([O:12][CH:13]([O:16][CH2:17][CH3:18])[CH2:14][S:9][C:4]1[CH:5]=[CH:6][CH:7]=[CH:8][C:3]=1[CH3:2])[CH3:11]. The reactants are [Na].[CH3:2][C:3]1[CH:8]=[CH:7][CH:6]=[CH:5][C:4]=1[SH:9].[CH2:10]([O:12][CH:13]([O:16][CH2:17][CH3:18])[CH2:14]Br)[CH3:11].